Dataset: Catalyst prediction with 721,799 reactions and 888 catalyst types from USPTO. Task: Predict which catalyst facilitates the given reaction. (1) Reactant: Cl[C:2]1[CH:7]=[C:6]([C:8]([OH:10])=[O:9])[CH:5]=[CH:4][N:3]=1.[CH2:11](CN)[C:12]1[CH:17]=[CH:16][CH:15]=[CH:14][CH:13]=1.[CH2:20]([N:22](CC)CC)C. Product: [CH2:11]([N:22]([CH3:20])[C:2]1[CH:7]=[C:6]([CH:5]=[CH:4][N:3]=1)[C:8]([OH:10])=[O:9])[C:12]1[CH:13]=[CH:14][CH:15]=[CH:16][CH:17]=1. The catalyst class is: 2. (2) Reactant: [C:1]([O:5][C:6]([N:8]1[CH2:12][C@@H:11]([CH2:13][C@H:14]([CH2:18][C:19]2[CH:24]=[CH:23][C:22]([O:25][CH3:26])=[C:21]([O:27][CH2:28][CH2:29][CH2:30][O:31][CH3:32])[CH:20]=2)[CH:15]([CH3:17])[CH3:16])[C@H:10]([CH:33]=O)[CH2:9]1)=[O:7])([CH3:4])([CH3:3])[CH3:2].C(O)(=O)C.[CH:39]1([NH2:42])[CH2:41][CH2:40]1.[BH4-].[Na+]. Product: [C:1]([O:5][C:6]([N:8]1[CH2:12][C@@H:11]([CH2:13][C@H:14]([CH2:18][C:19]2[CH:24]=[CH:23][C:22]([O:25][CH3:26])=[C:21]([O:27][CH2:28][CH2:29][CH2:30][O:31][CH3:32])[CH:20]=2)[CH:15]([CH3:17])[CH3:16])[C@H:10]([CH2:33][NH:42][CH:39]2[CH2:41][CH2:40]2)[CH2:9]1)=[O:7])([CH3:4])([CH3:2])[CH3:3]. The catalyst class is: 5. (3) Reactant: [NH2:1][C:2]1[N:7]=[CH:6][C:5]([N+:8]([O-:10])=[O:9])=[CH:4][N:3]=1.[C:11](OC(=O)C)(=[O:13])[CH3:12]. Product: [N+:8]([C:5]1[CH:4]=[N:3][C:2]([NH:1][C:11](=[O:13])[CH3:12])=[N:7][CH:6]=1)([O-:10])=[O:9]. The catalyst class is: 11. (4) Reactant: [C:1]([C:3]1[CH:8]=[CH:7][CH:6]=[CH:5][C:4]=1B(O)O)#[N:2].Br[C:13]1[CH:14]=[C:15]([CH:17]=[CH:18][CH:19]=1)[NH2:16].C([O-])([O-])=O.[Na+].[Na+]. Product: [C:1]([C:3]1[CH:8]=[CH:7][CH:6]=[CH:5][C:4]=1[C:13]1[CH:19]=[CH:18][CH:17]=[C:15]([NH2:16])[CH:14]=1)#[N:2]. The catalyst class is: 104. (5) Reactant: OO.F[C:4](F)(F)[C:5]([O:7][C:8](=O)[C:9](F)(F)F)=O.[CH2:16]([N:23]1CC=C(C)[CH2:25][CH2:24]1)[C:17]1[CH:22]=[CH:21][CH:20]=[CH:19][CH:18]=1.[O-]S([O-])=O.[Na+].[Na+]. Product: [CH2:16]([N:23]1[CH2:24][CH2:25][C:8]2([CH3:9])[CH:5]([O:7]2)[CH2:4]1)[C:17]1[CH:22]=[CH:21][CH:20]=[CH:19][CH:18]=1. The catalyst class is: 2. (6) Reactant: C([O:4][C:5]1[C:10]([CH3:11])=[CH:9][CH:8]=[CH:7][C:6]=1[CH:12]1[CH2:14][CH2:13]1)(=O)C.C(=O)([O-])[O-].[K+].[K+].O. Product: [CH:12]1([C:6]2[CH:7]=[CH:8][CH:9]=[C:10]([CH3:11])[C:5]=2[OH:4])[CH2:14][CH2:13]1. The catalyst class is: 5. (7) Reactant: O[C:2]1[C:10]([NH:11][C:12](=[O:23])[CH2:13][CH2:14][CH2:15][CH2:16][C:17]2[CH:22]=[CH:21][CH:20]=[CH:19][CH:18]=2)=[CH:9][CH:8]=[C:7]2[C:3]=1[C:4](=[O:24])[CH2:5][CH2:6]2.C1(C)C=CC(S([O-])(=O)=O)=CC=1.[NH+]1C=CC=CC=1. Product: [C:17]1([CH2:16][CH2:15][CH2:14][CH2:13][C:12]2[O:23][C:2]3[C:3]4[C:4](=[O:24])[CH2:5][CH2:6][C:7]=4[CH:8]=[CH:9][C:10]=3[N:11]=2)[CH:22]=[CH:21][CH:20]=[CH:19][CH:18]=1. The catalyst class is: 113.